Predict the product of the given reaction. From a dataset of Forward reaction prediction with 1.9M reactions from USPTO patents (1976-2016). (1) Given the reactants Br[C:2]1[C:25]2[C:24]3[C:19](=[CH:20][CH:21]=[CH:22][CH:23]=3)[C:18]3[C:13](=[CH:14][CH:15]=[CH:16][CH:17]=3)[C:12]3[C:7](=[CH:8][CH:9]=[CH:10][CH:11]=3)[C:6]=2[C:5](=[O:26])[C:4](=[O:27])[C:3]=1Br.C([C:37]1(CCCCCCCC)[C:49]2[CH:48]=[C:47](B3OC(C)(C)C(C)(C)O3)[CH:46]=[CH:45][C:44]=2[C:43]2[C:38]1=[CH:39][C:40](B1OC(C)(C)C(C)(C)O1)=[CH:41][CH:42]=2)CCCCCCC.C(=O)([O-])[O-].[Na+].[Na+], predict the reaction product. The product is: [C:5]1(=[O:26])[C:6]2[C:7]3[C:12](=[CH:11][CH:10]=[CH:9][CH:8]=3)[C:13]3[C:18](=[CH:17][CH:16]=[CH:15][CH:14]=3)[C:19]3[C:24](=[CH:23][CH:22]=[CH:21][CH:20]=3)[C:25]=2[CH:2]=[CH:3][C:4]1=[O:27].[CH:39]1[C:38]2[CH2:37][C:49]3[C:44](=[CH:45][CH:46]=[CH:47][CH:48]=3)[C:43]=2[CH:42]=[CH:41][CH:40]=1. (2) Given the reactants O.[C:2]1(C)C=CC(S(O)(=O)=O)=CC=1.C(OCC)(OCC)OCC.[N+:23]([C:26]1[CH:32]=[CH:31][CH:30]=[C:28]([NH2:29])[C:27]=1[CH3:33])([O-:25])=[O:24], predict the reaction product. The product is: [N+:23]([C:26]1[CH:32]=[CH:31][CH:30]=[C:28]2[C:27]=1[CH:33]=[CH:2][NH:29]2)([O-:25])=[O:24]. (3) Given the reactants [CH3:1][O:2][C:3](=[O:20])[C:4]1[CH:13]=[CH:12][C:7]([C:8]([O:10][CH3:11])=[O:9])=[CH:6][C:5]=1[NH:14][C:15]([O:17][CH2:18][CH3:19])=[O:16].[N+:21]([O-])([OH:23])=[O:22], predict the reaction product. The product is: [CH2:18]([O:17][C:15]([NH:14][C:5]1[CH:6]=[C:7]([C:8]([O:10][CH3:11])=[O:9])[C:12]([N+:21]([O-:23])=[O:22])=[CH:13][C:4]=1[C:3]([O:2][CH3:1])=[O:20])=[O:16])[CH3:19]. (4) The product is: [CH2:1]([N:3]([CH2:4][C:5]1[CH:10]=[CH:9][C:8]([C:11]([F:12])([F:13])[F:14])=[CH:7][CH:6]=1)[C:30](=[O:31])[CH2:29][C:26]1[CH:25]=[CH:24][C:23]([S:22][CH2:21][C:20]2[CH:33]=[CH:34][CH:35]=[CH:36][C:19]=2[C:17]([O:16][CH3:15])=[O:18])=[CH:28][CH:27]=1)[CH3:2]. Given the reactants [CH2:1]([NH:3][CH2:4][C:5]1[CH:10]=[CH:9][C:8]([C:11]([F:14])([F:13])[F:12])=[CH:7][CH:6]=1)[CH3:2].[CH3:15][O:16][C:17]([C:19]1[CH:36]=[CH:35][CH:34]=[CH:33][C:20]=1[CH2:21][S:22][C:23]1[CH:28]=[CH:27][C:26]([CH2:29][C:30](O)=[O:31])=[CH:25][CH:24]=1)=[O:18].CN(C(ON1N=NC2C=CC=CC1=2)=[N+](C)C)C.[B-](F)(F)(F)F.CCN(C(C)C)C(C)C, predict the reaction product. (5) Given the reactants [NH2:1][CH2:2][CH2:3][NH:4]C(=O)C.C(N(CC)CC)C.[CH3:15][S:16]([Cl:19])(=[O:18])=[O:17], predict the reaction product. The product is: [ClH:19].[NH2:1][CH2:2][CH2:3][NH:4][S:16]([CH3:15])(=[O:18])=[O:17]. (6) Given the reactants [Cl:1][C:2]1[CH:7]=[CH:6][C:5]([NH:8][C:9]([CH:11]2[CH2:16][CH2:15][CH2:14][NH:13][CH2:12]2)=[O:10])=[CH:4][CH:3]=1.[S:17]1[CH:21]=[CH:20][CH:19]=[C:18]1[C:22]1[CH:23]=[C:24]([CH:28]=[CH:29][CH:30]=1)[C:25](O)=[O:26].C(N(CC)C(C)C)(C)C.Cl.C(N=C=NCCCN(C)C)C, predict the reaction product. The product is: [Cl:1][C:2]1[CH:3]=[CH:4][C:5]([NH:8][C:9]([CH:11]2[CH2:16][CH2:15][CH2:14][N:13]([C:25](=[O:26])[C:24]3[CH:28]=[CH:29][CH:30]=[C:22]([C:18]4[S:17][CH:21]=[CH:20][CH:19]=4)[CH:23]=3)[CH2:12]2)=[O:10])=[CH:6][CH:7]=1.